Dataset: NCI-60 drug combinations with 297,098 pairs across 59 cell lines. Task: Regression. Given two drug SMILES strings and cell line genomic features, predict the synergy score measuring deviation from expected non-interaction effect. (1) Drug 1: COC1=CC(=CC(=C1O)OC)C2C3C(COC3=O)C(C4=CC5=C(C=C24)OCO5)OC6C(C(C7C(O6)COC(O7)C8=CC=CS8)O)O. Drug 2: CS(=O)(=O)CCNCC1=CC=C(O1)C2=CC3=C(C=C2)N=CN=C3NC4=CC(=C(C=C4)OCC5=CC(=CC=C5)F)Cl. Cell line: K-562. Synergy scores: CSS=49.2, Synergy_ZIP=1.13, Synergy_Bliss=-2.41, Synergy_Loewe=-22.6, Synergy_HSA=-1.71. (2) Drug 1: CC(C1=C(C=CC(=C1Cl)F)Cl)OC2=C(N=CC(=C2)C3=CN(N=C3)C4CCNCC4)N. Drug 2: CC12CCC3C(C1CCC2=O)CC(=C)C4=CC(=O)C=CC34C. Cell line: NCI-H460. Synergy scores: CSS=29.0, Synergy_ZIP=0.790, Synergy_Bliss=3.70, Synergy_Loewe=-1.18, Synergy_HSA=3.92. (3) Synergy scores: CSS=1.06, Synergy_ZIP=-3.78, Synergy_Bliss=-7.37, Synergy_Loewe=-6.15, Synergy_HSA=-6.15. Drug 2: CC(C)NC(=O)C1=CC=C(C=C1)CNNC.Cl. Drug 1: CC1=CC2C(CCC3(C2CCC3(C(=O)C)OC(=O)C)C)C4(C1=CC(=O)CC4)C. Cell line: LOX IMVI. (4) Synergy scores: CSS=92.2, Synergy_ZIP=-4.77, Synergy_Bliss=-4.53, Synergy_Loewe=-3.78, Synergy_HSA=-0.825. Drug 2: CN(CCCl)CCCl.Cl. Cell line: HL-60(TB). Drug 1: C1CN1P(=S)(N2CC2)N3CC3. (5) Drug 1: CN1C(=O)N2C=NC(=C2N=N1)C(=O)N. Drug 2: C1CC(=O)NC(=O)C1N2C(=O)C3=CC=CC=C3C2=O. Cell line: RPMI-8226. Synergy scores: CSS=-3.88, Synergy_ZIP=3.17, Synergy_Bliss=3.40, Synergy_Loewe=0.391, Synergy_HSA=-1.10. (6) Drug 1: C1CC(=O)NC(=O)C1N2CC3=C(C2=O)C=CC=C3N. Drug 2: C1=NC2=C(N1)C(=S)N=C(N2)N. Cell line: ACHN. Synergy scores: CSS=54.7, Synergy_ZIP=-3.15, Synergy_Bliss=-2.01, Synergy_Loewe=-2.67, Synergy_HSA=1.58. (7) Drug 2: C1=NC2=C(N1)C(=S)N=CN2. Synergy scores: CSS=36.1, Synergy_ZIP=-6.80, Synergy_Bliss=-1.74, Synergy_Loewe=-10.6, Synergy_HSA=0.303. Cell line: COLO 205. Drug 1: C1=CC=C(C(=C1)C(C2=CC=C(C=C2)Cl)C(Cl)Cl)Cl. (8) Drug 1: C1=C(C(=O)NC(=O)N1)N(CCCl)CCCl. Drug 2: CCC1(CC2CC(C3=C(CCN(C2)C1)C4=CC=CC=C4N3)(C5=C(C=C6C(=C5)C78CCN9C7C(C=CC9)(C(C(C8N6C=O)(C(=O)OC)O)OC(=O)C)CC)OC)C(=O)OC)O.OS(=O)(=O)O. Cell line: RPMI-8226. Synergy scores: CSS=49.7, Synergy_ZIP=11.9, Synergy_Bliss=13.7, Synergy_Loewe=-14.7, Synergy_HSA=9.37. (9) Drug 1: COC1=NC(=NC2=C1N=CN2C3C(C(C(O3)CO)O)O)N. Drug 2: CNC(=O)C1=NC=CC(=C1)OC2=CC=C(C=C2)NC(=O)NC3=CC(=C(C=C3)Cl)C(F)(F)F. Cell line: UACC-257. Synergy scores: CSS=3.51, Synergy_ZIP=-1.97, Synergy_Bliss=0.790, Synergy_Loewe=-0.952, Synergy_HSA=-0.139. (10) Drug 1: CN(C)C1=NC(=NC(=N1)N(C)C)N(C)C. Drug 2: CCC1(CC2CC(C3=C(CCN(C2)C1)C4=CC=CC=C4N3)(C5=C(C=C6C(=C5)C78CCN9C7C(C=CC9)(C(C(C8N6C=O)(C(=O)OC)O)OC(=O)C)CC)OC)C(=O)OC)O.OS(=O)(=O)O. Cell line: OVCAR-4. Synergy scores: CSS=10.1, Synergy_ZIP=-1.000, Synergy_Bliss=2.58, Synergy_Loewe=-25.4, Synergy_HSA=0.953.